From a dataset of Forward reaction prediction with 1.9M reactions from USPTO patents (1976-2016). Predict the product of the given reaction. Given the reactants [NH2:1][C:2]1[CH:3]=[C:4]([NH:8][C:9](=[O:15])[O:10][C:11]([CH3:14])([CH3:13])[CH3:12])[CH:5]=[CH:6][CH:7]=1.C(N(CC)CC)C.[N+:23]([C:26]1[CH:27]=[C:28]([CH2:32][S:33](Cl)(=[O:35])=[O:34])[CH:29]=[CH:30][CH:31]=1)([O-:25])=[O:24], predict the reaction product. The product is: [N+:23]([C:26]1[CH:27]=[C:28]([CH:29]=[CH:30][CH:31]=1)[CH2:32][S:33]([NH:1][C:2]1[CH:3]=[C:4]([NH:8][C:9](=[O:15])[O:10][C:11]([CH3:12])([CH3:14])[CH3:13])[CH:5]=[CH:6][CH:7]=1)(=[O:35])=[O:34])([O-:25])=[O:24].